Task: Predict the product of the given reaction.. Dataset: Forward reaction prediction with 1.9M reactions from USPTO patents (1976-2016) (1) Given the reactants [Cl:1][C:2]1[CH:3]=[C:4]2[C:8](=[CH:9][CH:10]=1)[NH:7][C:6]([C:11]([OH:13])=O)=[CH:5]2.C[O:15][C:16](=[O:39])[CH2:17][CH2:18][C:19]1[CH:24]=[CH:23][C:22]([O:25][C:26]2[CH:31]=[CH:30][C:29]([C:32]([F:35])([F:34])[F:33])=[C:28]([CH2:36][NH2:37])[CH:27]=2)=[CH:21][C:20]=1[CH3:38], predict the reaction product. The product is: [Cl:1][C:2]1[CH:3]=[C:4]2[C:8](=[CH:9][CH:10]=1)[NH:7][C:6]([C:11]([NH:37][CH2:36][C:28]1[CH:27]=[C:26]([CH:31]=[CH:30][C:29]=1[C:32]([F:33])([F:34])[F:35])[O:25][C:22]1[CH:23]=[CH:24][C:19]([CH2:18][CH2:17][C:16]([OH:39])=[O:15])=[C:20]([CH3:38])[CH:21]=1)=[O:13])=[CH:5]2. (2) Given the reactants [CH2:1]([O:3][C:4]([C:6]1[N:7]([C:17]2[CH:22]=[CH:21][C:20]([O:23][CH:24]([CH3:26])[CH3:25])=[CH:19][CH:18]=2)[C:8]2[C:13]([C:14]=1Cl)=[CH:12][C:11](Br)=[CH:10][CH:9]=2)=[O:5])[CH3:2].[O-]P([O-])([O-])=O.[K+].[K+].[K+].C1(C2C=CC=CC=2)C=CC=CC=1P(C(C)(C)C)C(C)(C)C.[Cl:56][C:57]1[CH:62]=[CH:61][C:60](B(O)O)=[CH:59][CH:58]=1, predict the reaction product. The product is: [CH2:1]([O:3][C:4]([C:6]1[N:7]([C:17]2[CH:22]=[CH:21][C:20]([O:23][CH:24]([CH3:26])[CH3:25])=[CH:19][CH:18]=2)[C:8]2[C:13]([CH:14]=1)=[CH:12][C:11]([C:60]1[CH:61]=[CH:62][C:57]([Cl:56])=[CH:58][CH:59]=1)=[CH:10][CH:9]=2)=[O:5])[CH3:2]. (3) Given the reactants [N+:1]([C:4]1[CH:9]=[CH:8][CH:7]=[CH:6][C:5]=1[C:10](=[O:17])[CH2:11][C:12]([O:14][CH2:15][CH3:16])=[O:13])([O-:3])=[O:2].S(Cl)([Cl:21])(=O)=O.O.CCOC(C)=O, predict the reaction product. The product is: [Cl:21][CH:11]([C:10]([C:5]1[CH:6]=[CH:7][CH:8]=[CH:9][C:4]=1[N+:1]([O-:3])=[O:2])=[O:17])[C:12]([O:14][CH2:15][CH3:16])=[O:13].